This data is from Reaction yield outcomes from USPTO patents with 853,638 reactions. The task is: Predict the reaction yield, written as a fraction of the theoretical maximum amount of product (1.0 means a 100% yield; for example, 0.34 means a 34% yield). (1) The reactants are C(O[C:6]([N:8]1[CH2:13][CH2:12][N:11](C2C(=O)N(CC(C)C)N=C(C3C=CC(C)=C(F)C=3)C=2C)[CH2:10][CH2:9]1)=O)(C)(C)C.[F:34][C:35]1[CH:36]=[C:37]([CH:60]=[CH:61][C:62]=1[F:63])[CH2:38][N:39]1[C:44](=[O:45])[C:43]([CH2:46]OS(C)(=O)=O)=[CH:42][C:41]([C:52]2[CH:57]=[CH:56][C:55]([F:58])=[C:54]([CH3:59])[CH:53]=2)=[N:40]1. No catalyst specified. The product is [F:34][C:35]1[CH:36]=[C:37]([CH:60]=[CH:61][C:62]=1[F:63])[CH2:38][N:39]1[C:44](=[O:45])[C:43]([CH2:46][N:11]2[CH2:12][CH2:13][N:8]([CH3:6])[CH2:9][CH2:10]2)=[CH:42][C:41]([C:52]2[CH:57]=[CH:56][C:55]([F:58])=[C:54]([CH3:59])[CH:53]=2)=[N:40]1. The yield is 0.706. (2) The reactants are Cl[C:2](=[CH2:7])[C:3]([O:5][CH3:6])=[O:4].[Cl-].C([N+](CC)(CC)CCCC)C.C(=O)([O-])[O-].[K+].[K+].[NH2:26][C:27]1[CH:32]=[CH:31][CH:30]=[CH:29][C:28]=1[C:33]1[NH:34][C:35]2[C:40]([C:41]=1[CH:42]1[CH2:47][CH2:46][CH2:45][CH2:44][CH2:43]1)=[CH:39][CH:38]=[C:37]([C:48]([O:50][CH3:51])=[O:49])[CH:36]=2.C[Si](C=[N+]=[N-])(C)C. The catalyst is CC#N. The product is [CH:42]1([C:41]2[C:40]3[CH:39]=[CH:38][C:37]([C:48]([O:50][CH3:51])=[O:49])=[CH:36][C:35]=3[N:34]3[C:33]=2[C:28]2[CH:29]=[CH:30][CH:31]=[CH:32][C:27]=2[NH:26][CH:2]([C:3]([O:5][CH3:6])=[O:4])[CH2:7]3)[CH2:43][CH2:44][CH2:45][CH2:46][CH2:47]1. The yield is 0.450. (3) The reactants are C([O:3][C:4]([C:6]1[C:7]([CH2:15][CH3:16])=[N:8][N:9]2[CH:14]=[CH:13][CH:12]=[CH:11][C:10]=12)=O)C.[H-].[Al+3].[Li+].[H-].[H-].[H-].O. The catalyst is O1CCCC1. The product is [CH2:15]([C:7]1[C:6]([CH2:4][OH:3])=[C:10]2[CH:11]=[CH:12][CH:13]=[CH:14][N:9]2[N:8]=1)[CH3:16]. The yield is 0.800. (4) The reactants are [N+:1]([C:4]1[NH:8][N:7]=[C:6]([C:9]([O:11][CH3:12])=[O:10])[CH:5]=1)([O-:3])=[O:2].C(=O)([O-])[O-].[K+].[K+].[Br:19][CH2:20][CH2:21]Br. The catalyst is CC(C)=O. The product is [Br:19][CH2:20][CH2:21][N:7]1[C:6]([C:9]([O:11][CH3:12])=[O:10])=[CH:5][C:4]([N+:1]([O-:3])=[O:2])=[N:8]1. The yield is 0.500. (5) The reactants are [F:1][CH2:2][C@@:3]1([OH:20])[C@@H:8]([CH3:9])[CH2:7][C:6]([C:10]2[CH:15]=[CH:14][N:13]=[CH:12][C:11]=2[N+:16]([O-])=O)=[CH:5][C@H:4]1[OH:19]. The catalyst is CO.[Pd]. The product is [NH2:16][C:11]1[CH:12]=[N:13][CH:14]=[CH:15][C:10]=1[C@@H:6]1[CH2:7][C@H:8]([CH3:9])[C@@:3]([CH2:2][F:1])([OH:20])[C@H:4]([OH:19])[CH2:5]1. The yield is 0.500.